Dataset: Full USPTO retrosynthesis dataset with 1.9M reactions from patents (1976-2016). Task: Predict the reactants needed to synthesize the given product. (1) Given the product [CH2:11]([O:10][C:3]1[CH:4]=[CH:5][C:6]([O:8][CH3:9])=[CH:7][C:2]=1[B:57]1[O:58][C:59]([CH3:61])([CH3:60])[C:55]([CH3:62])([CH3:54])[O:56]1)[CH2:12][CH2:13][CH3:14], predict the reactants needed to synthesize it. The reactants are: Br[C:2]1[CH:7]=[C:6]([O:8][CH3:9])[CH:5]=[CH:4][C:3]=1[O:10][CH2:11][CH2:12][CH2:13][CH3:14].O(C1C=CC=CC=1P(C1C=CC=CC=1)C1C=CC=CC=1)C1C=CC=CC=1P(C1C=CC=CC=1)C1C=CC=CC=1.[CH3:54][C:55]1([CH3:62])[C:59]([CH3:61])([CH3:60])[O:58][BH:57][O:56]1. (2) Given the product [CH3:1][C:2]1[N:7]=[C:6]2[S:8][C:9]3[CH2:14][CH2:13][CH2:12][CH2:11][C:10]=3[C:5]2=[C:4]([C:15]2[CH:16]=[C:17]([CH3:21])[CH:18]=[CH:19][CH:20]=2)[C:3]=1[CH:1]([CH2:2][CH2:3][CH3:4])[C:31]([OH:32])=[O:29], predict the reactants needed to synthesize it. The reactants are: [CH3:1][C:2]1[N:7]=[C:6]2[S:8][C:9]3[CH2:14][CH2:13][CH2:12][CH2:11][C:10]=3[C:5]2=[C:4]([C:15]2[CH:16]=[C:17]([CH3:21])[CH:18]=[CH:19][CH:20]=2)[C:3]=1OC(=O)CCCC.[OH-:29].[Na+].[CH3:31][OH:32]. (3) Given the product [O:49]=[S:2]1(=[O:1])[CH2:7][CH2:6][N:5]([CH2:8][CH2:9][NH:10][C@:11]23[CH2:45][CH2:44][C@@H:43]([CH:46]([CH3:47])[CH3:48])[C@@H:12]2[C@@H:13]2[C@@:26]([CH3:29])([CH2:27][CH2:28]3)[C@@:25]3([CH3:30])[C@@H:16]([C@:17]4([CH3:42])[C@@H:22]([CH2:23][CH2:24]3)[C:21]([CH3:32])([CH3:31])[C:20]([C:33]3[CH:41]=[CH:40][C:36]([C:37]([OH:39])=[O:38])=[CH:35][CH:34]=3)=[CH:19][CH2:18]4)[CH2:15][CH2:14]2)[CH2:4][CH2:3]1, predict the reactants needed to synthesize it. The reactants are: [O:1]=[S:2]1(=[O:49])[CH2:7][CH2:6][N:5]([CH2:8][CH2:9][NH:10][C@:11]23[CH2:45][CH2:44][C@@H:43]([C:46]([CH3:48])=[CH2:47])[C@@H:12]2[C@@H:13]2[C@@:26]([CH3:29])([CH2:27][CH2:28]3)[C@@:25]3([CH3:30])[C@@H:16]([C@:17]4([CH3:42])[C@@H:22]([CH2:23][CH2:24]3)[C:21]([CH3:32])([CH3:31])[C:20]([C:33]3[CH:41]=[CH:40][C:36]([C:37]([OH:39])=[O:38])=[CH:35][CH:34]=3)=[CH:19][CH2:18]4)[CH2:15][CH2:14]2)[CH2:4][CH2:3]1.[H][H]. (4) Given the product [CH3:15][N:16]([C:10](=[O:12])[CH2:9][C:6]1[CH:5]=[CH:4][C:3]([C:2]([F:1])([F:14])[F:13])=[CH:8][CH:7]=1)[C@H:17]1[CH2:36][N:21]2[C:22]3[C:27]([C:28]([CH2:29][C:30]([OH:32])=[O:31])=[C:20]2[CH2:19][CH2:18]1)=[CH:26][CH:25]=[CH:24][CH:23]=3, predict the reactants needed to synthesize it. The reactants are: [F:1][C:2]([F:14])([F:13])[C:3]1[CH:8]=[CH:7][C:6]([CH2:9][C:10]([OH:12])=O)=[CH:5][CH:4]=1.[CH3:15][NH:16][C@H:17]1[CH2:36][N:21]2[C:22]3[C:27]([C:28]([CH2:29][C:30]([O:32]CCC)=[O:31])=[C:20]2[CH2:19][CH2:18]1)=[CH:26][CH:25]=[CH:24][CH:23]=3.